The task is: Predict the reaction yield, written as a fraction of the theoretical maximum amount of product (1.0 means a 100% yield; for example, 0.34 means a 34% yield).. This data is from Reaction yield outcomes from USPTO patents with 853,638 reactions. The reactants are [Br:1][C:2]1[CH:3]=[C:4]([CH2:16]O)[CH:5]=[CH:6][C:7]=1[O:8][Si:9]([C:12]([CH3:15])([CH3:14])[CH3:13])([CH3:11])[CH3:10].C1C=CC(P(C2C=CC=CC=2)C2C=CC=CC=2)=CC=1.[C:37]([O:41][C:42]([NH:44][C:45]([NH:47][C:48]([O:50][C:51]([CH3:54])([CH3:53])[CH3:52])=[O:49])=[NH:46])=[O:43])([CH3:40])([CH3:39])[CH3:38].CC(OC(/N=N/C(OC(C)C)=O)=O)C. The catalyst is C1COCC1. The product is [C:51]([O:50][C:48]([N:47]([CH2:16][C:4]1[CH:5]=[CH:6][C:7]([O:8][Si:9]([C:12]([CH3:13])([CH3:14])[CH3:15])([CH3:10])[CH3:11])=[C:2]([Br:1])[CH:3]=1)[C:45]([NH:44][C:42]([O:41][C:37]([CH3:40])([CH3:39])[CH3:38])=[O:43])=[NH:46])=[O:49])([CH3:54])([CH3:53])[CH3:52]. The yield is 0.940.